This data is from Catalyst prediction with 721,799 reactions and 888 catalyst types from USPTO. The task is: Predict which catalyst facilitates the given reaction. (1) Reactant: [CH3:1][C@@H:2]([O:9][C:10]([C:12]1[CH:17]=[CH:16][C:15]([C:18]2[CH:23]=[CH:22][C:21]([OH:24])=[CH:20][CH:19]=2)=[CH:14][CH:13]=1)=[O:11])[CH2:3][CH2:4][CH2:5][CH2:6][CH2:7][CH3:8].[O:25]1[CH2:29][CH2:28][C@@H:27](OS(C2C=CC(C)=CC=2)(=O)=O)[CH2:26]1.C(=O)([O-])[O-].[Cs+].[Cs+].CN(C)C=O. Product: [CH3:1][C@@H:2]([O:9][C:10]([C:12]1[CH:13]=[CH:14][C:15]([C:18]2[CH:19]=[CH:20][C:21]([O:24][C@@H:27]3[CH2:28][CH2:29][O:25][CH2:26]3)=[CH:22][CH:23]=2)=[CH:16][CH:17]=1)=[O:11])[CH2:3][CH2:4][CH2:5][CH2:6][CH2:7][CH3:8]. The catalyst class is: 6. (2) Reactant: [CH3:1][C:2]1([C:7]2[CH:8]=[C:9]([CH:12]=[CH:13][CH:14]=2)[C:10]#[N:11])[O:6][CH2:5][CH2:4][O:3]1.[H-].[Al+3].[Li+].[H-].[H-].[H-].C(OCC)(=O)C.O. Product: [CH3:1][C:2]1([C:7]2[CH:8]=[C:9]([CH2:10][NH2:11])[CH:12]=[CH:13][CH:14]=2)[O:3][CH2:4][CH2:5][O:6]1. The catalyst class is: 1.